The task is: Predict the reactants needed to synthesize the given product.. This data is from Full USPTO retrosynthesis dataset with 1.9M reactions from patents (1976-2016). (1) Given the product [Cl:17][C:8]1[N:9]=[C:10]([N:11]2[CH2:12][CH2:13][O:14][CH2:15][CH2:16]2)[C:5]2[N:4]([CH3:18])[C:3](=[O:19])[CH2:2][C:6]=2[N:7]=1, predict the reactants needed to synthesize it. The reactants are: Br[C:2]1(Br)[C:6]2[N:7]=[C:8]([Cl:17])[N:9]=[C:10]([N:11]3[CH2:16][CH2:15][O:14][CH2:13][CH2:12]3)[C:5]=2[N:4]([CH3:18])[C:3]1=[O:19].[Cl-].[NH4+]. (2) Given the product [Cl:1][C:2]1[CH:3]=[CH:4][C:5]([CH2:6][N:7]2[C:12]([S:13][CH2:14][CH3:15])=[N:11][C:10](=[O:16])[N:9]([CH2:21][C:22]([C:23]([O:25][CH2:26][CH3:27])=[O:24])=[N:28][O:29][CH3:30])[C:8]2=[O:17])=[CH:18][CH:19]=1, predict the reactants needed to synthesize it. The reactants are: [Cl:1][C:2]1[CH:19]=[CH:18][C:5]([CH2:6][N:7]2[C:12]([S:13][CH2:14][CH3:15])=[N:11][C:10](=[O:16])[NH:9][C:8]2=[O:17])=[CH:4][CH:3]=1.Br[CH2:21][C:22](=[N:28][O:29][CH3:30])[C:23]([O:25][CH2:26][CH3:27])=[O:24].CN(C=O)C.C(=O)([O-])[O-].[K+].[K+].